Dataset: Forward reaction prediction with 1.9M reactions from USPTO patents (1976-2016). Task: Predict the product of the given reaction. (1) Given the reactants Br[C:2]1[C:11]2[C:6](=[CH:7][CH:8]=[CH:9][CH:10]=2)[CH:5]=[CH:4][CH:3]=1.[CH:12]1[C:24]2[NH:23][C:22]3[C:17](=[CH:18][CH:19]=[CH:20][CH:21]=3)[C:16]=2[CH:15]=[CH:14][CH:13]=1.C(=O)([O-])[O-].[K+].[K+].C1OCCOCCOCCOCCOCCOC1.Cl, predict the reaction product. The product is: [C:2]1([N:23]2[C:24]3[CH:12]=[CH:13][CH:14]=[CH:15][C:16]=3[C:17]3[C:22]2=[CH:21][CH:20]=[CH:19][CH:18]=3)[C:11]2[C:6](=[CH:7][CH:8]=[CH:9][CH:10]=2)[CH:5]=[CH:4][CH:3]=1. (2) Given the reactants O.O.[Sn](Cl)Cl.[CH3:6][C:7]([C:11]1[C:16]([C:17]([F:20])([F:19])[F:18])=[CH:15][C:14]([N+:21]([O-])=O)=[CH:13][N:12]=1)([CH3:10])[C:8]#[N:9].[OH-].[Na+], predict the reaction product. The product is: [NH2:21][C:14]1[CH:15]=[C:16]([C:17]([F:20])([F:18])[F:19])[C:11]([C:7]([CH3:10])([CH3:6])[C:8]#[N:9])=[N:12][CH:13]=1. (3) Given the reactants [OH:1][C:2]1[C:3]([Se:16][C:17]2[CH:27]=[CH:26][C:20]([C:21]([O:23][CH2:24][CH3:25])=[O:22])=[CH:19][N:18]=2)=[CH:4][C:5]2[C:6]([CH3:15])([CH3:14])[CH2:7][CH2:8][C:9]([CH3:13])([CH3:12])[C:10]=2[CH:11]=1.Br[CH2:29][CH2:30][CH2:31][CH2:32][CH2:33][CH2:34][CH2:35][C:36]([O:38][CH3:39])=[O:37].C(=O)([O-])[O-].[K+].[K+], predict the reaction product. The product is: [CH3:39][O:38][C:36]([CH2:35][CH2:34][CH2:33][CH2:32][CH2:31][CH2:30][CH2:29][O:1][C:2]1[C:3]([Se:16][C:17]2[CH:27]=[CH:26][C:20]([C:21]([O:23][CH2:24][CH3:25])=[O:22])=[CH:19][N:18]=2)=[CH:4][C:5]2[C:6]([CH3:14])([CH3:15])[CH2:7][CH2:8][C:9]([CH3:13])([CH3:12])[C:10]=2[CH:11]=1)=[O:37]. (4) Given the reactants [Br:1][C:2]1[CH:7]=[CH:6][C:5]([Br:8])=[CH:4][C:3]=1[C:9]1[CH:14]=[CH:13][CH:12]=[CH:11][CH:10]=1.[Cl:15][S:16](O)(=[O:18])=[O:17].O=P(Cl)(Cl)Cl, predict the reaction product. The product is: [Br:1][C:2]1[CH:7]=[CH:6][C:5]([Br:8])=[CH:4][C:3]=1[C:9]1[CH:14]=[CH:13][C:12]([S:16]([Cl:15])(=[O:18])=[O:17])=[CH:11][CH:10]=1. (5) Given the reactants [C:1]1(=[O:8])[CH2:6][CH2:5][CH2:4][C:3](=[O:7])[CH2:2]1.Br[CH2:10][C:11]([C:13]1[CH:18]=[CH:17][C:16]([N+:19]([O-:21])=[O:20])=[CH:15][CH:14]=1)=[O:12].C(=O)([O-])[O-].[K+].[K+], predict the reaction product. The product is: [N+:19]([C:16]1[CH:15]=[CH:14][C:13]([C:11](=[O:12])[CH2:10][CH:2]2[C:3](=[O:7])[CH2:4][CH2:5][CH2:6][C:1]2=[O:8])=[CH:18][CH:17]=1)([O-:21])=[O:20].